Task: Predict the reactants needed to synthesize the given product.. Dataset: Retrosynthesis with 50K atom-mapped reactions and 10 reaction types from USPTO (1) Given the product COC(=O)c1cc(N)cc(-c2nnnn2C)c1, predict the reactants needed to synthesize it. The reactants are: COC(=O)c1cc(-c2nnnn2C)cc([N+](=O)[O-])c1. (2) Given the product O=C(NC(Cc1ccc2[nH]ncc2c1)C(=O)N1CCNCC1)N1CCC(N2Cc3ccccc3NC2=O)CC1, predict the reactants needed to synthesize it. The reactants are: O=C(NC(Cc1ccc2[nH]ncc2c1)C(=O)N1CCN(C(=O)OCc2ccccc2)CC1)N1CCC(N2Cc3ccccc3NC2=O)CC1. (3) The reactants are: C=O.O[C@@H]1CNC[C@H](c2ccc(C(F)(F)F)cc2)C1. Given the product CN1C[C@@H](O)C[C@@H](c2ccc(C(F)(F)F)cc2)C1, predict the reactants needed to synthesize it. (4) Given the product CCOCCOc1ncc2cc(C(=O)Nc3cc(C(=O)OC)ccc3Cl)c(=O)[nH]c2n1, predict the reactants needed to synthesize it. The reactants are: CCOCCOc1ncc2cc(C(=O)Nc3cc(C(=O)O)ccc3Cl)c(=O)[nH]c2n1.CO. (5) Given the product CC(C)(C)OC(=O)Cc1ccc(-c2ccnc(F)c2)c(F)c1, predict the reactants needed to synthesize it. The reactants are: CC(C)(C)OC(=O)C[Zn+].Fc1cc(-c2ccc(Br)cc2F)ccn1. (6) The reactants are: CC(C)(C)OC(=O)N1CCC(Cn2ccc3cc(N)ccc32)CC1.O=C(OCCn1ccc2ncnc(Cl)c21)c1ccccc1. Given the product CC(C)(C)OC(=O)N1CCC(Cn2ccc3cc(Nc4ncnc5ccn(CCOC(=O)c6ccccc6)c45)ccc32)CC1, predict the reactants needed to synthesize it. (7) Given the product CNC(=O)N1C[C@H](c2nc(-c3ccc(C(=O)Nc4cc(C(F)(F)F)ccn4)cc3)c3c(N)nccn23)CC[C@H]1CO, predict the reactants needed to synthesize it. The reactants are: CNC(=O)Cl.Nc1nccn2c([C@@H]3CC[C@@H](CO)NC3)nc(-c3ccc(C(=O)Nc4cc(C(F)(F)F)ccn4)cc3)c12. (8) The reactants are: BrC(c1ccccc1)c1ccccc1.C1CNCCN1. Given the product c1ccc(C(c2ccccc2)N2CCNCC2)cc1, predict the reactants needed to synthesize it.